From a dataset of Full USPTO retrosynthesis dataset with 1.9M reactions from patents (1976-2016). Predict the reactants needed to synthesize the given product. (1) Given the product [Br:26][C:21]1[C:22]2[C:17](=[CH:16][C:15]([C:7]3[O:8][C:9]4[CH:14]=[CH:13][CH:12]=[CH:11][C:10]=4[C:6]=3[CH2:1][CH2:2][CH2:3][CH2:4][CH3:5])=[CH:24][CH:23]=2)[CH:18]=[CH:19][C:20]=1[OH:25], predict the reactants needed to synthesize it. The reactants are: [CH2:1]([C:6]1[C:10]2[CH:11]=[CH:12][CH:13]=[CH:14][C:9]=2[O:8][C:7]=1[C:15]1[CH:16]=[C:17]2[C:22](=[CH:23][CH:24]=1)[CH:21]=[C:20]([OH:25])[CH:19]=[CH:18]2)[CH2:2][CH2:3][CH2:4][CH3:5].[Br:26]Br.C([O-])(=O)C.[K+]. (2) The reactants are: C([N:8](CC1C=CC=CC=1)[C@H:9]1[CH2:18][C:17]2[C:12](=[CH:13][CH:14]=[CH:15][C:16]=2[B:19]2[O:23][C:22]([CH3:25])([CH3:24])[C:21]([CH3:27])([CH3:26])[O:20]2)[O:11][CH2:10]1)C1C=CC=CC=1. Given the product [CH3:24][C:22]1([CH3:25])[C:21]([CH3:26])([CH3:27])[O:20][B:19]([C:16]2[CH:15]=[CH:14][CH:13]=[C:12]3[C:17]=2[CH2:18][C@H:9]([NH2:8])[CH2:10][O:11]3)[O:23]1, predict the reactants needed to synthesize it. (3) Given the product [C:19]([NH:18][C:14]1[CH:13]=[C:12]([C:9]2[CH:10]=[N:11][C:5]3[C:4]([N:22]4[CH2:27][CH2:26][O:25][CH2:24][CH2:23]4)=[N:3][C:2]([C:39]4[CH:40]=[N:41][C:36]([NH:35][C:33](=[O:34])[O:32][C:28]([CH3:30])([CH3:29])[CH3:31])=[N:37][CH:38]=4)=[N:7][C:6]=3[CH:8]=2)[CH:17]=[CH:16][CH:15]=1)(=[O:21])[CH3:20], predict the reactants needed to synthesize it. The reactants are: Cl[C:2]1[N:3]=[C:4]([N:22]2[CH2:27][CH2:26][O:25][CH2:24][CH2:23]2)[C:5]2[N:11]=[CH:10][C:9]([C:12]3[CH:13]=[C:14]([NH:18][C:19](=[O:21])[CH3:20])[CH:15]=[CH:16][CH:17]=3)=[CH:8][C:6]=2[N:7]=1.[C:28]([O:32][C:33]([NH:35][C:36]1[N:41]=[CH:40][C:39](B(O)O)=[CH:38][N:37]=1)=[O:34])([CH3:31])([CH3:30])[CH3:29].P([O-])([O-])([O-])=O.[K+].[K+].[K+].CN(C=O)C.